From a dataset of Reaction yield outcomes from USPTO patents with 853,638 reactions. Predict the reaction yield, written as a fraction of the theoretical maximum amount of product (1.0 means a 100% yield; for example, 0.34 means a 34% yield). (1) The reactants are [CH2:1]([O:3][C:4]([C:6]1[NH:7][CH:8]=[CH:9][C:10]=1[NH2:11])=[O:5])[CH3:2].[NH:12]1[C:16]2[CH:17]=[CH:18][CH:19]=[CH:20][C:15]=2[N:14]=[C:13]1[CH:21]=O.[BH3-]C#N.[Na+].CC(O)=O. The catalyst is CO. The product is [NH:12]1[C:16]2[CH:17]=[CH:18][CH:19]=[CH:20][C:15]=2[N:14]=[C:13]1[CH2:21][NH:11][C:10]1[CH:9]=[CH:8][NH:7][C:6]=1[C:4]([O:3][CH2:1][CH3:2])=[O:5]. The yield is 0.810. (2) The reactants are [ClH:1].[CH3:2][O:3][C:4](=[O:22])[C@@H:5]([NH:14]C(OC(C)(C)C)=O)[CH2:6][CH2:7][N:8]1[CH2:13][CH2:12][CH2:11][CH2:10][CH2:9]1. No catalyst specified. The product is [ClH:1].[ClH:1].[CH3:2][O:3][C:4](=[O:22])[C@@H:5]([NH2:14])[CH2:6][CH2:7][N:8]1[CH2:13][CH2:12][CH2:11][CH2:10][CH2:9]1. The yield is 0.460. (3) The reactants are [Br:1][C:2]1[CH:7]=[CH:6][C:5]([C@@H:8]([NH:10][CH2:11][CH2:12][C:13]([C:15]2[CH:20]=[CH:19][CH:18]=[CH:17][CH:16]=2)=[O:14])[CH3:9])=[CH:4][CH:3]=1.CCN(CC)CC.[CH3:28][C:29]([O:32][C:33](O[C:33]([O:32][C:29]([CH3:31])([CH3:30])[CH3:28])=[O:34])=[O:34])([CH3:31])[CH3:30]. The catalyst is C(Cl)Cl. The product is [Br:1][C:2]1[CH:3]=[CH:4][C:5]([C@@H:8]([N:10]([CH2:11][CH2:12][C:13](=[O:14])[C:15]2[CH:16]=[CH:17][CH:18]=[CH:19][CH:20]=2)[C:33](=[O:34])[O:32][C:29]([CH3:31])([CH3:30])[CH3:28])[CH3:9])=[CH:6][CH:7]=1. The yield is 0.600. (4) The reactants are Br[C:2]1[CH:27]=[CH:26][C:5]([CH2:6][NH:7][C:8]2[CH:13]=[C:12]([O:14][CH2:15][C:16]3[CH:21]=[CH:20][C:19]([CH3:22])=[CH:18][N:17]=3)[CH:11]=[CH:10][C:9]=2[N+:23]([O-:25])=[O:24])=[C:4]([F:28])[CH:3]=1.CC(OC1C=CC=C(OC(C)C)C=1C1C(P(C2CCCCC2)C2CCCCC2)=CC=CC=1)C.Cl.[F:63][C:64]1([F:68])[CH2:67][NH:66][CH2:65]1.N#N. No catalyst specified. The product is [F:63][C:64]1([F:68])[CH2:67][N:66]([C:2]2[CH:27]=[CH:26][C:5]([CH2:6][NH:7][C:8]3[CH:13]=[C:12]([O:14][CH2:15][C:16]4[CH:21]=[CH:20][C:19]([CH3:22])=[CH:18][N:17]=4)[CH:11]=[CH:10][C:9]=3[N+:23]([O-:25])=[O:24])=[C:4]([F:28])[CH:3]=2)[CH2:65]1. The yield is 0.610. (5) The reactants are [C:1]1([S:7](Cl)(=[O:9])=[O:8])[CH:6]=[CH:5][CH:4]=[CH:3][CH:2]=1.[NH2:11][C:12]1[CH:13]=[C:14]([C@@H:26]([OH:45])[CH2:27][NH:28][C:29]([CH3:44])([CH3:43])[CH2:30][CH2:31][N:32]2[CH:36]=[C:35]([C:37]3[CH:42]=[CH:41][CH:40]=[CH:39][CH:38]=3)[N:34]=[CH:33]2)[CH:15]=[CH:16][C:17]=1[O:18][CH2:19][C:20]1[CH:25]=[CH:24][CH:23]=[CH:22][CH:21]=1. The catalyst is N1C=CC=CC=1. The product is [CH2:19]([O:18][C:17]1[CH:16]=[CH:15][C:14]([C@@H:26]([OH:45])[CH2:27][NH:28][C:29]([CH3:44])([CH3:43])[CH2:30][CH2:31][N:32]2[CH:36]=[C:35]([C:37]3[CH:38]=[CH:39][CH:40]=[CH:41][CH:42]=3)[N:34]=[CH:33]2)=[CH:13][C:12]=1[NH:11][S:7]([C:1]1[CH:6]=[CH:5][CH:4]=[CH:3][CH:2]=1)(=[O:9])=[O:8])[C:20]1[CH:25]=[CH:24][CH:23]=[CH:22][CH:21]=1. The yield is 0.990. (6) The reactants are Br[C:2]1[CH:3]=[C:4]([C:7]([NH2:9])=[O:8])[O:5][CH:6]=1.[B:10]1([B:10]2[O:14][C:13]([CH3:16])([CH3:15])[C:12]([CH3:18])([CH3:17])[O:11]2)[O:14][C:13]([CH3:16])([CH3:15])[C:12]([CH3:18])([CH3:17])[O:11]1.CC([O-])=O.[K+]. The catalyst is O1CCOCC1.Cl[Pd]Cl.C1C=CC(P(C2C=CC=CC=2)[C-]2C=CC=C2)=CC=1.C1C=CC(P(C2C=CC=CC=2)[C-]2C=CC=C2)=CC=1.[Fe+2]. The product is [CH3:17][C:12]1([CH3:18])[C:13]([CH3:16])([CH3:15])[O:14][B:10]([C:2]2[CH:3]=[C:4]([C:7]([NH2:9])=[O:8])[O:5][CH:6]=2)[O:11]1. The yield is 0.660.